This data is from Experimentally validated miRNA-target interactions with 360,000+ pairs, plus equal number of negative samples. The task is: Binary Classification. Given a miRNA mature sequence and a target amino acid sequence, predict their likelihood of interaction. (1) The miRNA is hsa-miR-1292-3p with sequence UCGCGCCCCGGCUCCCGUUC. The protein sequence of the target gene is MNAGPSWNKVQHSKNSSGKRQSKSQVPHASSQPRSSLTAVTQPTEEKLKESISPEARRKRNPLGSRCQGASGNKLFLDFQSMKIIKENADEDSASDLSDSERIPIPPSPLTPPDLNLRAEEIDPVYFDLHPGQGHTKPEYYYPNFLPSPFSSWDLRDMALLLNAENKTEAVPRVGGLLGKYIDRLIQLEWLQVQTVQCEKAKGGKARPPTAPGTSGALKSPGRSKLIASALSKPLPHQEGASKSGPSRKKAFHHEEIHPSHYAFETSPRPIDVLGGTRFCSQRQTLEMRTEEKKKKSSKS.... Result: 0 (no interaction). (2) The miRNA is hsa-miR-18b-3p with sequence UGCCCUAAAUGCCCCUUCUGGC. The protein sequence of the target gene is MNHKSKKRIREAKRSARPELKDSLDWTRHNYYESFSLSPAAVADNVERADALQLSVEEFVERYERPYKPVVLLNAQEGWSAQEKWTLERLKRKYRNQKFKCGEDNDGYSVKMKMKYYIEYMESTRDDSPLYIFDSSYGEHPKRRKLLEDYKVPKFFTDDLFQYAGEKRRPPYRWFVMGPPRSGTGIHIDPLGTSAWNALVQGHKRWCLFPTSTPRELIKVTRDEGGNQQDEAITWFNVIYPRTQLPTWPPEFKPLEILQKPGETVFVPGGWWHVVLNLDTTIAITQNFASSTNFPVVWHK.... Result: 0 (no interaction). (3) The protein sequence of the target gene is MAFAETYPAASSLPNGDCGRPRARPGGNRVTVVLGAQWGDEGKGKVVDLLAQDADIVCRCQGGNNAGHTVVVDSVEYDFHLLPSGIINPNVTAFIGNGVVIHLPGLFEEAEKNVQKGKGLEGWEKRLIISDRAHIVFDFHQAADGIQEQQRQEQAGKNLGTTKKGIGPVYSSKAARSGLRMCDLVSDFDGFSERFKVLANQYKSIYPTLEIDIEGELQKLKGYMEKIKPMVRDGVYFLYEALHGPPKKILVEGANAALLDIDFGTYPFVTSSNCTVGGVCTGLGMPPQNVGEVYGVVKAY.... The miRNA is mmu-miR-412-3p with sequence UUCACCUGGUCCACUAGCCG. Result: 0 (no interaction). (4) The miRNA is hsa-miR-4434 with sequence AGGAGAAGUAAAGUAGAA. The protein sequence of the target gene is MQKATYYDSSAIYGGYPYQAANGFAYNANQQPYPASAALGADGEYHRPACSLQSPSSAGGHPKAHELSEACLRTLSAPPSQPPSLGEPPLHPPPPQAAPPAPQPPQPAPQPPAPTPAAPPPPSSASPPQNASNNPTPANAAKSPLLNSPTVAKQIFPWMKESRQNTKQKTSSSSSGESCAGDKSPPGQASSKRARTAYTSAQLVELEKEFHFNRYLCRPRRVEMANLLNLTERQIKIWFQNRRMKYKKDQKGKGMLTSSGGQSPSRSPVPPGAGGYLNSMHSLVNSVPYEPQSPPPFSKP.... Result: 1 (interaction).